This data is from NCI-60 drug combinations with 297,098 pairs across 59 cell lines. The task is: Regression. Given two drug SMILES strings and cell line genomic features, predict the synergy score measuring deviation from expected non-interaction effect. (1) Drug 1: C1CC(=O)NC(=O)C1N2CC3=C(C2=O)C=CC=C3N. Drug 2: CCC(=C(C1=CC=CC=C1)C2=CC=C(C=C2)OCCN(C)C)C3=CC=CC=C3.C(C(=O)O)C(CC(=O)O)(C(=O)O)O. Cell line: SF-539. Synergy scores: CSS=3.68, Synergy_ZIP=-1.86, Synergy_Bliss=-1.46, Synergy_Loewe=-1.22, Synergy_HSA=-1.06. (2) Drug 1: C(CC(=O)O)C(=O)CN.Cl. Drug 2: C1CNP(=O)(OC1)N(CCCl)CCCl. Cell line: EKVX. Synergy scores: CSS=15.8, Synergy_ZIP=-4.69, Synergy_Bliss=1.19, Synergy_Loewe=-2.98, Synergy_HSA=1.83. (3) Drug 1: C1=CC(=CC=C1CCC2=CNC3=C2C(=O)NC(=N3)N)C(=O)NC(CCC(=O)O)C(=O)O. Drug 2: CNC(=O)C1=NC=CC(=C1)OC2=CC=C(C=C2)NC(=O)NC3=CC(=C(C=C3)Cl)C(F)(F)F. Cell line: SK-MEL-28. Synergy scores: CSS=32.0, Synergy_ZIP=0.850, Synergy_Bliss=8.06, Synergy_Loewe=7.22, Synergy_HSA=7.51. (4) Drug 1: CCC1=CC2CC(C3=C(CN(C2)C1)C4=CC=CC=C4N3)(C5=C(C=C6C(=C5)C78CCN9C7C(C=CC9)(C(C(C8N6C)(C(=O)OC)O)OC(=O)C)CC)OC)C(=O)OC.C(C(C(=O)O)O)(C(=O)O)O. Drug 2: C1CC(=O)NC(=O)C1N2C(=O)C3=CC=CC=C3C2=O. Cell line: UACC-257. Synergy scores: CSS=22.5, Synergy_ZIP=-4.76, Synergy_Bliss=2.40, Synergy_Loewe=-16.3, Synergy_HSA=2.44. (5) Drug 1: C(CN)CNCCSP(=O)(O)O. Drug 2: COCCOC1=C(C=C2C(=C1)C(=NC=N2)NC3=CC=CC(=C3)C#C)OCCOC.Cl. Cell line: DU-145. Synergy scores: CSS=7.55, Synergy_ZIP=-2.92, Synergy_Bliss=-2.84, Synergy_Loewe=-2.19, Synergy_HSA=-1.52. (6) Drug 1: C1CNP(=O)(OC1)N(CCCl)CCCl. Drug 2: CC1C(C(CC(O1)OC2CC(CC3=C2C(=C4C(=C3O)C(=O)C5=CC=CC=C5C4=O)O)(C(=O)C)O)N)O. Cell line: SF-295. Synergy scores: CSS=34.9, Synergy_ZIP=0.125, Synergy_Bliss=-1.63, Synergy_Loewe=-53.1, Synergy_HSA=-2.32. (7) Drug 1: CC1=C(C=C(C=C1)NC2=NC=CC(=N2)N(C)C3=CC4=NN(C(=C4C=C3)C)C)S(=O)(=O)N.Cl. Drug 2: CC(C1=C(C=CC(=C1Cl)F)Cl)OC2=C(N=CC(=C2)C3=CN(N=C3)C4CCNCC4)N. Cell line: KM12. Synergy scores: CSS=42.0, Synergy_ZIP=2.40, Synergy_Bliss=4.76, Synergy_Loewe=-17.4, Synergy_HSA=5.66. (8) Drug 1: CC1CCC2CC(C(=CC=CC=CC(CC(C(=O)C(C(C(=CC(C(=O)CC(OC(=O)C3CCCCN3C(=O)C(=O)C1(O2)O)C(C)CC4CCC(C(C4)OC)O)C)C)O)OC)C)C)C)OC. Drug 2: CC(C)(C#N)C1=CC(=CC(=C1)CN2C=NC=N2)C(C)(C)C#N. Cell line: SF-268. Synergy scores: CSS=0.871, Synergy_ZIP=1.16, Synergy_Bliss=3.12, Synergy_Loewe=0.436, Synergy_HSA=0.923. (9) Drug 1: CCCCC(=O)OCC(=O)C1(CC(C2=C(C1)C(=C3C(=C2O)C(=O)C4=C(C3=O)C=CC=C4OC)O)OC5CC(C(C(O5)C)O)NC(=O)C(F)(F)F)O. Drug 2: CC1CCC2CC(C(=CC=CC=CC(CC(C(=O)C(C(C(=CC(C(=O)CC(OC(=O)C3CCCCN3C(=O)C(=O)C1(O2)O)C(C)CC4CCC(C(C4)OC)O)C)C)O)OC)C)C)C)OC. Cell line: CCRF-CEM. Synergy scores: CSS=68.6, Synergy_ZIP=19.8, Synergy_Bliss=21.2, Synergy_Loewe=15.6, Synergy_HSA=14.6.